From a dataset of Full USPTO retrosynthesis dataset with 1.9M reactions from patents (1976-2016). Predict the reactants needed to synthesize the given product. (1) The reactants are: [C:1]1([Mg]Cl)[CH:6]=[CH:5][CH:4]=[CH:3][CH:2]=1.[C:9]1([CH3:18])[CH:14]=[CH:13][CH:12]=[CH:11][C:10]=1[CH2:15][C:16]#[N:17].[BH4-].[Na+].[OH-].[Na+]. Given the product [C:1]1([CH:16]([NH2:17])[CH2:15][C:10]2[CH:11]=[CH:12][CH:13]=[CH:14][C:9]=2[CH3:18])[CH:6]=[CH:5][CH:4]=[CH:3][CH:2]=1, predict the reactants needed to synthesize it. (2) Given the product [CH2:26]1[O:6][C@H:28]2[C@H:29]([OH:44])[C@H:30]([OH:32])[O:31][C@@H:25]1[C@H:24]2[O:23][C@@H:20]1[O:19][C@H:18]([CH2:45][OH:46])[C@H:17]([OH:47])[C@H:16]([O:32][C@@H:30]2[O:31][C@H:25]3[CH2:26][O:27][C@H:28]([C@@H:24]3[O:23][C@@H:20]3[O:19][C@H:18]([CH2:45][OH:46])[C@H:17]([OH:47])[C@H:16]([OH:15])[C@H:21]3[OH:22])[C@@H:29]2[OH:44])[C@H:21]1[OH:22], predict the reactants needed to synthesize it. The reactants are: [Cl-].[Na+].[Cl-].[Ca+2].[Cl-].[OH2:6].C1O[C@H]2[C@H](O)[C@H]([O:15][C@@H:16]3[C@@H:21]([OH:22])[C@H:20]([O:23][C@H:24]4[C@@H:28]5[C@H:29]([OH:44])[C@H:30]([O:32][C@@H]6[C@@H](O)[C@H](O)O[C@H](CO)[C@@H]6O)[O:31][C@H:25]4[CH2:26][O:27]5)[O:19][C@H:18]([CH2:45][OH:46])[C@@H:17]3[OH:47])O[C@@H]1[C@H]2O. (3) Given the product [CH:4]1([NH:7][C:8]2[C:13]([NH:14][C:28](=[O:29])[C:30]([F:33])([F:32])[F:31])=[CH:12][N:11]=[C:10]3[N:15]([S:18]([C:21]4[CH:27]=[CH:26][C:24]([CH3:25])=[CH:23][CH:22]=4)(=[O:19])=[O:20])[CH:16]=[CH:17][C:9]=23)[CH2:5][CH2:6][CH2:1][CH2:2][CH2:3]1, predict the reactants needed to synthesize it. The reactants are: [CH2:1]1[CH2:6][CH2:5][CH:4]([NH:7][C:8]2[C:13]([NH2:14])=[CH:12][N:11]=[C:10]3[N:15]([S:18]([C:21]4[CH:27]=[CH:26][C:24]([CH3:25])=[CH:23][CH:22]=4)(=[O:20])=[O:19])[CH:16]=[CH:17][C:9]=23)[CH2:3][CH2:2]1.[C:28](O[C:28]([C:30]([F:33])([F:32])[F:31])=[O:29])([C:30]([F:33])([F:32])[F:31])=[O:29]. (4) Given the product [CH:1]1([CH2:4][N:5]([C:29]([CH:31]2[CH2:32][CH2:33][O:34][CH2:35][CH2:36]2)=[O:30])[C:6]2[N:7]=[CH:8][C:9]([O:12][C:13]3[CH:14]=[C:15]([CH:20]=[C:21]([O:23][C@@H:24]([CH3:28])[CH2:25][O:26][CH3:27])[CH:22]=3)[C:16]([NH:40][C:41]3[CH:45]=[CH:44][N:43]([C:46]([O:48][C:49]([CH3:52])([CH3:51])[CH3:50])=[O:47])[N:42]=3)=[O:17])=[N:10][CH:11]=2)[CH2:2][CH2:3]1, predict the reactants needed to synthesize it. The reactants are: [CH:1]1([CH2:4][N:5]([C:29]([CH:31]2[CH2:36][CH2:35][O:34][CH2:33][CH2:32]2)=[O:30])[C:6]2[N:7]=[CH:8][C:9]([O:12][C:13]3[CH:14]=[C:15]([CH:20]=[C:21]([O:23][C@@H:24]([CH3:28])[CH2:25][O:26][CH3:27])[CH:22]=3)[C:16](OC)=[O:17])=[N:10][CH:11]=2)[CH2:3][CH2:2]1.[OH-].[Na+].Cl.[NH2:40][C:41]1[CH:45]=[CH:44][N:43]([C:46]([O:48][C:49]([CH3:52])([CH3:51])[CH3:50])=[O:47])[N:42]=1. (5) Given the product [C:48]([N:45]1[CH2:44][CH2:43][N:42]([C:39]2[CH:40]=[CH:41][C:36]([NH:35][C:11]3[N:16]=[C:15]([N:17]4[CH2:18][CH2:19][CH:20]([CH2:23][NH2:24])[CH2:21][CH2:22]4)[C:14]([C:32]([NH2:33])=[O:34])=[CH:13][N:12]=3)=[CH:37][CH:38]=2)[CH2:47][CH2:46]1)(=[O:50])[CH3:49], predict the reactants needed to synthesize it. The reactants are: N1(O[C:11]2[N:16]=[C:15]([N:17]3[CH2:22][CH2:21][CH:20]([CH2:23][NH:24]C(=O)OC(C)(C)C)[CH2:19][CH2:18]3)[C:14]([C:32](=[O:34])[NH2:33])=[CH:13][N:12]=2)C2C=CC=CC=2N=N1.[NH2:35][C:36]1[CH:41]=[CH:40][C:39]([N:42]2[CH2:47][CH2:46][N:45]([C:48](=[O:50])[CH3:49])[CH2:44][CH2:43]2)=[CH:38][CH:37]=1.C1(C)C=CC(S(O)(=O)=O)=CC=1. (6) Given the product [Br:1][C:2]1[CH:9]=[CH:8][C:5]([CH2:6][N:12]([CH2:13][CH3:14])[CH2:10][CH3:11])=[CH:4][CH:3]=1, predict the reactants needed to synthesize it. The reactants are: [Br:1][C:2]1[CH:9]=[CH:8][C:5]([CH2:6]Br)=[CH:4][CH:3]=1.[CH2:10]([N:12](CC)[CH2:13][CH3:14])[CH3:11].C(NCC)C. (7) Given the product [ClH:30].[CH3:8][O:9][C:10]([CH2:12][NH:13][C:14]1[N:19]=[CH:18][C:17](/[CH:20]=[CH:21]/[C:22]([OH:24])=[O:23])=[CH:16][CH:15]=1)=[O:11], predict the reactants needed to synthesize it. The reactants are: C(O)(C(F)(F)F)=O.[CH3:8][O:9][C:10]([CH2:12][NH:13][C:14]1[N:19]=[CH:18][C:17](/[CH:20]=[CH:21]/[C:22]([O:24]C(C)(C)C)=[O:23])=[CH:16][CH:15]=1)=[O:11].C(Cl)[Cl:30].